Dataset: Forward reaction prediction with 1.9M reactions from USPTO patents (1976-2016). Task: Predict the product of the given reaction. The product is: [F:1][C:2]([F:6])([F:5])[CH2:3][O:4][N:23]1[C:24](=[O:33])[C:25]2=[CH:32][CH:31]=[CH:30][CH:29]=[C:26]2[C:27]1=[O:28]. Given the reactants [F:1][C:2]([F:6])([F:5])[CH2:3][OH:4].FC(F)(F)S(OS(C(F)(F)F)(=O)=O)(=O)=O.O[N:23]1[C:27](=[O:28])[C:26]2=[CH:29][CH:30]=[CH:31][CH:32]=[C:25]2[C:24]1=[O:33].C(N(CC)C(C)C)(C)C.Cl, predict the reaction product.